The task is: Predict the reaction yield, written as a fraction of the theoretical maximum amount of product (1.0 means a 100% yield; for example, 0.34 means a 34% yield).. This data is from Reaction yield outcomes from USPTO patents with 853,638 reactions. (1) The reactants are [Cl:1][C:2]1[C:3]([O:12][C:13]2[CH:14]=[N:15][C:16]([O:20][CH2:21][CH:22]([CH3:24])[CH3:23])=[C:17]([Cl:19])[CH:18]=2)=[CH:4][C:5]([F:11])=[C:6]([CH:10]=1)[C:7]([OH:9])=O.C(N1C=CN=C1)(N1C=CN=C1)=O.[CH3:37][N:38]1[CH:42]=[C:41]([S:43]([NH2:46])(=[O:45])=[O:44])[N:40]=[CH:39]1.N12CCCN=C1CCCCC2. The catalyst is O1CCCC1.C(OCC)(=O)C. The product is [Cl:1][C:2]1[C:3]([O:12][C:13]2[CH:14]=[N:15][C:16]([O:20][CH2:21][CH:22]([CH3:24])[CH3:23])=[C:17]([Cl:19])[CH:18]=2)=[CH:4][C:5]([F:11])=[C:6]([CH:10]=1)[C:7]([NH:46][S:43]([C:41]1[N:40]=[CH:39][N:38]([CH3:37])[CH:42]=1)(=[O:45])=[O:44])=[O:9]. The yield is 0.110. (2) The reactants are [S:1]1[CH2:5][CH:4]([C:6]([OH:8])=[O:7])[NH:3][CH2:2]1.[CH3:9][C:10]([O:13][C:14](O[C:14]([O:13][C:10]([CH3:12])([CH3:11])[CH3:9])=[O:15])=[O:15])([CH3:12])[CH3:11].O. The catalyst is CN(C=O)C. The product is [C:10]([O:13][C:14]([N:3]1[CH:4]([C:6]([OH:8])=[O:7])[CH2:5][S:1][CH2:2]1)=[O:15])([CH3:12])([CH3:11])[CH3:9]. The yield is 0.740.